Dataset: Experimentally validated miRNA-target interactions with 360,000+ pairs, plus equal number of negative samples. Task: Binary Classification. Given a miRNA mature sequence and a target amino acid sequence, predict their likelihood of interaction. (1) The miRNA is hsa-miR-512-3p with sequence AAGUGCUGUCAUAGCUGAGGUC. The protein sequence of the target gene is MLSVVENGLDPQAAIPVIKKKLVGSVKALQKQYVSLDTVVTSEDGDANTMCSALEAVFIHGLHAKHIRAEAGGKRKKSAHQKPLPQPVFWPLLKAVTHKHIISELEHLTFVNTDVGRCRAWLRLALNDGLMECYLKLLLQEQARLHEYYQPTALLRDAEEGEFLLSFLQGLTSLSFELSYKSAILNEWTLTPLALSGLCPLSELDPLSTSGAELQRKESLDSISHSSGSEDIEVHHSGHKIRRNQKLTASSLSLDTASSSQLSCSLNSDSCLLQENGSKSPDHCEEPMSCDSDLGTANAE.... Result: 1 (interaction). (2) The miRNA is hsa-miR-485-5p with sequence AGAGGCUGGCCGUGAUGAAUUC. The protein sequence of the target gene is MCGIFAYLNYHVPRTRREILETLIKGLQRLEYRGYDSAGVGFDGGNDKDWEANACKIQLIKKKGKVKALDEEVHKQQDMDLDIEFDVHLGIAHTRWATHGEPSPVNSHPQRSDKNNEFIVIHNGIITNYKDLKKFLESKGYDFESETDTETIAKLVKYMYDNRESQDTSFTTLVERVIQQLEGAFALVFKSVHFPGQAVGTRRGSPLLIGVRSEHKLSTDHIPILYRTARTQIGSKFTRWGSQGERGKDKKGSCNLSRVDSTTCLFPVEEKAVEYYFASDASAVIEHTNRVIFLEDDDVA.... Result: 1 (interaction). (3) The protein sequence of the target gene is MSVNMDELRHQVMINQFVLAAGCAADQAKQLLQAAHWQFETALSTFFQETNIPNSHHHHQMMCTPSNTPATPPNFPDALAMFSKLRASEGLQSSNSPMTAAACSPPANFSPFWASSPPSHQAPWIPPSSPTTFHHLHRPQPTWPPGAQQGGAQQKAMAAMDGQR. Result: 1 (interaction). The miRNA is hsa-miR-5001-5p with sequence AGGGCUGGACUCAGCGGCGGAGCU. (4) The miRNA is hsa-miR-4526 with sequence GCUGACAGCAGGGCUGGCCGCU. The protein sequence of the target gene is MEINTKLLISVTCISFFTFQLLFYFVSYWFSAKVSPGFNSLSFKKKIEWNSRVVSTCHSLVVGIFGLYIFLFDEATKADPLWGGPSLANVNIAIASGYLISDLSIIILYWKVIGDKFFIMHHCASLYAYYLVLKNGVLAYIGNFRLLAELSSPFVNQRWFFEALKYPKFSKAIVINGILMTVVFFIVRIASMLPHYGFMYSVYGTEPYIRLGVLIQLSWVISCVVLDVMNVMWMIKISKGCIKVISHIRQEKAKNSLQNGKLD. Result: 0 (no interaction).